From a dataset of Reaction yield outcomes from USPTO patents with 853,638 reactions. Predict the reaction yield, written as a fraction of the theoretical maximum amount of product (1.0 means a 100% yield; for example, 0.34 means a 34% yield). (1) The reactants are [SH:1][C:2]1[CH:7]=[CH:6][CH:5]=[CH:4][N:3]=1.[CH2:8]([C:10]1[CH:18]=[CH:17][C:13]([C:14](Cl)=[O:15])=[CH:12][CH:11]=1)[CH3:9]. The catalyst is C1COCC1. The product is [CH2:8]([C:10]1[CH:18]=[CH:17][C:13]([C:14](=[O:15])[S:1][C:2]2[CH:7]=[CH:6][CH:5]=[CH:4][N:3]=2)=[CH:12][CH:11]=1)[CH3:9]. The yield is 0.860. (2) The reactants are [CH3:1][N:2]1[CH2:7][CH2:6][CH:5]([C:8]([OH:10])=O)[CH2:4][CH2:3]1.CCN=C=NCCCN(C)C.C(N(CC)CC)C.[NH2:29][CH2:30][CH2:31][C:32]1[CH:37]=[CH:36][C:35]([O:38][C:39](=[O:48])[N:40]([CH3:47])[C:41]2[CH:46]=[CH:45][CH:44]=[CH:43][CH:42]=2)=[CH:34][CH:33]=1.C(O)(C(F)(F)F)=O. The catalyst is C(Cl)Cl. The product is [CH3:1][N:2]1[CH2:3][CH2:4][CH:5]([C:8]([NH:29][CH2:30][CH2:31][C:32]2[CH:33]=[CH:34][C:35]([O:38][C:39](=[O:48])[N:40]([CH3:47])[C:41]3[CH:42]=[CH:43][CH:44]=[CH:45][CH:46]=3)=[CH:36][CH:37]=2)=[O:10])[CH2:6][CH2:7]1. The yield is 0.0500.